From a dataset of Full USPTO retrosynthesis dataset with 1.9M reactions from patents (1976-2016). Predict the reactants needed to synthesize the given product. (1) The reactants are: CC1(C)C(C)(C)OB([C:9]2[CH:10]=[CH:11][C:12]3[O:16][C:15]([CH:17]4[CH2:22][CH2:21][N:20]([C:23]([O:25][C:26]([CH3:29])([CH3:28])[CH3:27])=[O:24])[CH2:19][CH2:18]4)=[N:14][C:13]=3[CH:30]=2)O1.Br[C:33]1[CH:38]=[CH:37][C:36]([N:39]2[CH:43]=[N:42][N:41]=[N:40]2)=[CH:35][CH:34]=1. Given the product [N:39]1([C:36]2[CH:37]=[CH:38][C:33]([C:9]3[CH:10]=[CH:11][C:12]4[O:16][C:15]([CH:17]5[CH2:18][CH2:19][N:20]([C:23]([O:25][C:26]([CH3:29])([CH3:27])[CH3:28])=[O:24])[CH2:21][CH2:22]5)=[N:14][C:13]=4[CH:30]=3)=[CH:34][CH:35]=2)[CH:43]=[N:42][N:41]=[N:40]1, predict the reactants needed to synthesize it. (2) Given the product [CH3:1][O:2][P:3]([C:7]1[CH:8]=[CH:9][C:10]([B:13]2[O:15][C:20]([CH3:22])([CH3:21])[C:17]([CH3:19])([CH3:18])[O:14]2)=[CH:11][CH:12]=1)(=[O:4])[O:5][CH3:6], predict the reactants needed to synthesize it. The reactants are: [CH3:1][O:2][P:3]([C:7]1[CH:12]=[CH:11][C:10]([B:13]([OH:15])[OH:14])=[CH:9][CH:8]=1)([O:5][CH3:6])=[O:4].O[C:17]([C:20](O)([CH3:22])[CH3:21])([CH3:19])[CH3:18]. (3) The reactants are: [Br:1][C:2]1[CH:3]=[CH:4][C:5]([C:8]2[CH2:12][C@@H:11]([CH2:13]Cl)[O:10][N:9]=2)=[N:6][CH:7]=1.[NH:15]1[CH2:20][CH2:19][O:18][CH2:17][CH2:16]1.CS(C)=O. Given the product [Br:1][C:2]1[CH:3]=[CH:4][C:5]([C:8]2[CH2:12][C@@H:11]([CH2:13][N:15]3[CH2:20][CH2:19][O:18][CH2:17][CH2:16]3)[O:10][N:9]=2)=[N:6][CH:7]=1, predict the reactants needed to synthesize it. (4) The reactants are: C[O:2][C:3](=[O:20])[C:4]1[CH:13]=[C:12]([C:14]#[C:15][Si](C)(C)C)[CH:11]=[C:6]([C:7]([O:9]C)=[O:8])[CH:5]=1.Cl. Given the product [C:14]([C:12]1[CH:11]=[C:6]([C:7]([OH:9])=[O:8])[CH:5]=[C:4]([CH:13]=1)[C:3]([OH:20])=[O:2])#[CH:15], predict the reactants needed to synthesize it. (5) The reactants are: Br[C:2]1[CH:7]=[N:6][C:5]([N+:8]([O-:10])=[O:9])=[CH:4][N:3]=1.[CH2:11]([CH2:13][NH2:14])[OH:12]. Given the product [N+:8]([C:5]1[N:6]=[CH:7][C:2]([NH:14][CH2:13][CH2:11][OH:12])=[N:3][CH:4]=1)([O-:10])=[O:9], predict the reactants needed to synthesize it.